This data is from Reaction yield outcomes from USPTO patents with 853,638 reactions. The task is: Predict the reaction yield, written as a fraction of the theoretical maximum amount of product (1.0 means a 100% yield; for example, 0.34 means a 34% yield). (1) The reactants are [CH3:1][C:2]1[C:6]([CH2:7][N:8]2[CH:12]=[C:11]([N:13]3[C:17](=[O:18])[CH2:16][NH:15][C:14]3=[O:19])[CH:10]=[N:9]2)=[C:5]([CH3:20])[O:4][N:3]=1.Br[CH2:22][C:23]1[CH:28]=[CH:27][CH:26]=[CH:25][N:24]=1. No catalyst specified. The product is [CH3:1][C:2]1[C:6]([CH2:7][N:8]2[CH:12]=[C:11]([N:13]3[C:17](=[O:18])[CH2:16][N:15]([CH2:22][C:23]4[CH:28]=[CH:27][CH:26]=[CH:25][N:24]=4)[C:14]3=[O:19])[CH:10]=[N:9]2)=[C:5]([CH3:20])[O:4][N:3]=1. The yield is 0.500. (2) The reactants are [CH3:1][N:2]([CH3:8])[N:3]1[CH:7]=[CH:6][CH:5]=[CH:4]1.[Li]CCCC.Br[C:15]1[S:19][C:18]([C:20]2[N:24]3[N:25]=[C:26]([CH3:34])[CH:27]=[C:28]([CH:29]([CH2:32][CH3:33])[CH2:30][CH3:31])[C:23]3=[N:22][C:21]=2[CH3:35])=[C:17]([Cl:36])[CH:16]=1. The catalyst is [Cl-].[Cl-].[Zn+2].C1C=CC(P(C2C=CC=CC=2)[C-]2C=CC=C2)=CC=1.C1C=CC(P(C2C=CC=CC=2)[C-]2C=CC=C2)=CC=1.Cl[Pd]Cl.[Fe+2].C1COCC1. The product is [Cl:36][C:17]1[CH:16]=[C:15]([C:4]2[N:3]([N:2]([CH3:8])[CH3:1])[CH:7]=[CH:6][CH:5]=2)[S:19][C:18]=1[C:20]1[N:24]2[N:25]=[C:26]([CH3:34])[CH:27]=[C:28]([CH:29]([CH2:30][CH3:31])[CH2:32][CH3:33])[C:23]2=[N:22][C:21]=1[CH3:35]. The yield is 0.460. (3) The reactants are [OH:1][CH2:2][CH2:3][N:4]1[CH2:9][CH2:8][N:7]([C:10]([O:12][C:13]([CH3:16])([CH3:15])[CH3:14])=[O:11])[CH2:6][CH2:5]1.[H-].[Na+].C([N:26]1[C:30]2[CH:31]=[CH:32][CH:33]=[CH:34][C:29]=2[N:28]=[C:27]1Cl)C1C=CC=CC=1. The catalyst is CN(C=O)C. The product is [N:26]1[C:30]2[CH:31]=[CH:32][CH:33]=[CH:34][C:29]=2[NH:28][C:27]=1[O:1][CH2:2][CH2:3][N:4]1[CH2:9][CH2:8][N:7]([C:10]([O:12][C:13]([CH3:16])([CH3:15])[CH3:14])=[O:11])[CH2:6][CH2:5]1. The yield is 0.850. (4) The catalyst is CCOC(C)=O.CN(C=O)C. The reactants are Cl.[NH2:2][CH2:3][CH2:4][NH:5][C:6](=[O:16])[C:7]1[CH:12]=[CH:11][C:10]([O:13][CH2:14][CH3:15])=[CH:9][CH:8]=1.[C:17]1([C:23]2[CH:28]=[C:27]([C:29]3[CH:34]=[CH:33][CH:32]=[CH:31][CH:30]=3)[N:26]=[C:25]([C:35](O)=[O:36])[CH:24]=2)[CH:22]=[CH:21][CH:20]=[CH:19][CH:18]=1.C(N(CC)CC)C.CCN=C=NCCCN(C)C.Cl.C1C=CC2N(O)N=NC=2C=1.O. The yield is 0.490. The product is [CH2:14]([O:13][C:10]1[CH:11]=[CH:12][C:7]([C:6]([NH:5][CH2:4][CH2:3][NH:2][C:35](=[O:36])[C:25]2[CH:24]=[C:23]([C:17]3[CH:22]=[CH:21][CH:20]=[CH:19][CH:18]=3)[CH:28]=[C:27]([C:29]3[CH:30]=[CH:31][CH:32]=[CH:33][CH:34]=3)[N:26]=2)=[O:16])=[CH:8][CH:9]=1)[CH3:15].